From a dataset of NCI-60 drug combinations with 297,098 pairs across 59 cell lines. Regression. Given two drug SMILES strings and cell line genomic features, predict the synergy score measuring deviation from expected non-interaction effect. Drug 1: C1=C(C(=O)NC(=O)N1)N(CCCl)CCCl. Drug 2: C1CC(=O)NC(=O)C1N2C(=O)C3=CC=CC=C3C2=O. Cell line: COLO 205. Synergy scores: CSS=40.6, Synergy_ZIP=-1.29, Synergy_Bliss=-5.53, Synergy_Loewe=-11.0, Synergy_HSA=-4.88.